This data is from Full USPTO retrosynthesis dataset with 1.9M reactions from patents (1976-2016). The task is: Predict the reactants needed to synthesize the given product. (1) Given the product [F:35][C:36]1[CH:37]=[C:38]([NH:43][C:44](=[O:71])[NH:45][C:46]2[CH:51]=[CH:50][C:49]([C:52]3[CH:60]=[C:59]4[C:55]([CH2:56][N:57]([C@@H:62]([CH:67]([CH3:69])[CH3:68])[C:63]([OH:65])=[O:64])[C:58]4=[O:61])=[CH:54][CH:53]=3)=[CH:48][C:47]=2[F:70])[CH:39]=[CH:40][C:41]=1[F:42], predict the reactants needed to synthesize it. The reactants are: ClC1C=CC=CC=1NC(=O)NC1C=CC(C2C=C3C(CN([C@@H](C(C)C)C(O)=O)C3=O)=CC=2)=NC=1.[F:35][C:36]1[CH:37]=[C:38]([NH:43][C:44](=[O:71])[NH:45][C:46]2[CH:51]=[CH:50][C:49]([C:52]3[CH:60]=[C:59]4[C:55]([CH2:56][N:57]([C@@H:62]([CH:67]([CH3:69])[CH3:68])[C:63]([O:65]C)=[O:64])[C:58]4=[O:61])=[CH:54][CH:53]=3)=[CH:48][C:47]=2[F:70])[CH:39]=[CH:40][C:41]=1[F:42]. (2) Given the product [CH3:1][O:2][C:3]1[C:4]([CH:10]2[CH2:11][CH2:12][NH:13][CH2:14][CH2:15]2)=[N:5][C:6]([CH3:9])=[N:7][CH:8]=1, predict the reactants needed to synthesize it. The reactants are: [CH3:1][O:2][C:3]1[C:4]([C:10]2[CH2:11][CH2:12][NH:13][CH2:14][CH:15]=2)=[N:5][C:6]([CH3:9])=[N:7][CH:8]=1.[H][H]. (3) Given the product [Si:22]([O:8][CH2:7][C:3]1[CH:2]=[C:1]([CH2:9][OH:10])[CH:6]=[CH:5][CH:4]=1)([C:18]([CH3:21])([CH3:20])[CH3:19])([CH3:25])[CH3:24], predict the reactants needed to synthesize it. The reactants are: [C:1]1([CH2:9][OH:10])[CH:6]=[CH:5][CH:4]=[C:3]([CH2:7][OH:8])[CH:2]=1.C(N(CC)CC)C.[C:18]([Si:22]([CH3:25])([CH3:24])Cl)([CH3:21])([CH3:20])[CH3:19].N.